Regression. Given a peptide amino acid sequence and an MHC pseudo amino acid sequence, predict their binding affinity value. This is MHC class I binding data. From a dataset of Peptide-MHC class I binding affinity with 185,985 pairs from IEDB/IMGT. The peptide sequence is ETIEDYLGY. The MHC is HLA-A11:01 with pseudo-sequence HLA-A11:01. The binding affinity (normalized) is 0.0847.